Dataset: Full USPTO retrosynthesis dataset with 1.9M reactions from patents (1976-2016). Task: Predict the reactants needed to synthesize the given product. (1) Given the product [NH2:1][C:2]1[C:7]([F:8])=[C:6]([C:9]2[CH:10]=[CH:11][C:12]([Cl:15])=[CH:13][CH:14]=2)[N:5]=[C:4]([C:16]([OH:25])=[O:17])[C:3]=1[Cl:18], predict the reactants needed to synthesize it. The reactants are: [NH2:1][C:2]1[C:7]([F:8])=[C:6]([C:9]2[CH:14]=[CH:13][C:12]([Cl:15])=[CH:11][CH:10]=2)[N:5]=[C:4]([CH:16]=[O:17])[C:3]=1[Cl:18].CC(=CC)C.P([O-])([O-])(O)=[O:25].[Na+].[Na+].Cl([O-])=O.[Na+]. (2) Given the product [CH2:19]([N:14]1[C@@H:13]([CH2:17][SH:16])[C@H:9]([C:10]([OH:12])=[O:27])[N:8]([CH2:1][C:2]2[CH:3]=[CH:4][CH:5]=[CH:6][CH:7]=2)[C:15]1=[O:18])[C:20]1[CH:21]=[CH:22][CH:23]=[CH:24][CH:25]=1, predict the reactants needed to synthesize it. The reactants are: [CH2:1]([NH:8][C@H:9]([C@@H:13]1[CH2:17][S:16][C:15](=[O:18])[N:14]1[CH2:19][C:20]1[CH:25]=[CH:24][CH:23]=[CH:22][CH:21]=1)[C:10](=[O:12])N)[C:2]1[CH:7]=[CH:6][CH:5]=[CH:4][CH:3]=1.Cl.[OH2:27]. (3) Given the product [O:1]=[C:2]([C:9]1[O:10][C:11]([C:14]2[CH:19]=[CH:18][CH:17]=[CH:16][N:15]=2)=[CH:12][N:13]=1)[CH2:3][CH2:4][CH2:5][CH2:6][C:7]#[C:8][C:21]1[CH:26]=[CH:25][N:24]=[CH:23][CH:22]=1, predict the reactants needed to synthesize it. The reactants are: [O:1]=[C:2]([C:9]1[O:10][C:11]([C:14]2[CH:19]=[CH:18][CH:17]=[CH:16][N:15]=2)=[CH:12][N:13]=1)[CH2:3][CH2:4][CH2:5][CH2:6][C:7]#[CH:8].I[C:21]1[CH:26]=[CH:25][N:24]=[CH:23][CH:22]=1. (4) Given the product [CH3:1][O:2][C:3]1[CH:4]=[CH:5][C:6]2[N:11]=[CH:10][C:9](=[O:12])[N:8]([CH2:13][CH2:14][N:17]3[CH2:22][CH2:21][CH2:20][C@@H:19]([CH2:23][NH:24][C:25](=[O:34])[O:26][CH2:27][C:28]4[CH:33]=[CH:32][CH:31]=[CH:30][CH:29]=4)[CH2:18]3)[C:7]=2[N:16]=1, predict the reactants needed to synthesize it. The reactants are: [CH3:1][O:2][C:3]1[CH:4]=[CH:5][C:6]2[N:11]=[CH:10][C:9](=[O:12])[N:8]([CH2:13][CH:14]=O)[C:7]=2[N:16]=1.[NH:17]1[CH2:22][CH2:21][CH2:20][C@@H:19]([CH2:23][NH:24][C:25](=[O:34])[O:26][CH2:27][C:28]2[CH:33]=[CH:32][CH:31]=[CH:30][CH:29]=2)[CH2:18]1.[O-]S([O-])(=O)=O.[Na+].[Na+].[BH-](OC(C)=O)(OC(C)=O)OC(C)=O.[Na+]. (5) Given the product [F:38][CH:2]([F:1])[CH2:3][N:4]1[CH:12]=[C:11]2[C:6]([C:7]([CH:14]([O:16][CH2:17][C:18]3([C:31]4[CH:32]=[CH:33][C:34]([F:37])=[CH:35][CH:36]=4)[CH2:19][CH2:20][N:21]([CH3:24])[CH2:22][CH2:23]3)[CH3:15])=[CH:8][C:9]([CH3:13])=[CH:10]2)=[N:5]1, predict the reactants needed to synthesize it. The reactants are: [F:1][CH:2]([F:38])[CH2:3][N:4]1[CH:12]=[C:11]2[C:6]([C:7]([CH:14]([O:16][CH2:17][C:18]3([C:31]4[CH:36]=[CH:35][C:34]([F:37])=[CH:33][CH:32]=4)[CH2:23][CH2:22][N:21]([C:24](OC(C)(C)C)=O)[CH2:20][CH2:19]3)[CH3:15])=[CH:8][C:9]([CH3:13])=[CH:10]2)=[N:5]1.C([BH3-])#N.[Na+].C=O. (6) Given the product [CH3:17][C:18]1([CH3:26])[O:23][C:22](=[O:24])[CH:21]([C:14]([CH:11]2[CH2:10][CH2:9][N:8]([C:6]([O:5][C:1]([CH3:2])([CH3:3])[CH3:4])=[O:7])[CH2:13][CH2:12]2)=[O:16])[C:20](=[O:25])[O:19]1, predict the reactants needed to synthesize it. The reactants are: [C:1]([O:5][C:6]([N:8]1[CH2:13][CH2:12][CH:11]([C:14]([OH:16])=O)[CH2:10][CH2:9]1)=[O:7])([CH3:4])([CH3:3])[CH3:2].[CH3:17][C:18]1([CH3:26])[O:23][C:22](=[O:24])[CH2:21][C:20](=[O:25])[O:19]1.Cl.CN(C)CCCN=C=NCC.O.